Dataset: Catalyst prediction with 721,799 reactions and 888 catalyst types from USPTO. Task: Predict which catalyst facilitates the given reaction. (1) Reactant: [Na].C[Si](C)(C)N[Si](C)(C)C.[Br:11][C:12]1[CH:17]=[CH:16][C:15]([CH2:18][C:19]([OH:21])=O)=[CH:14][CH:13]=1.[Cl:22][C:23]1[CH:32]=[C:31]([Cl:33])[CH:30]=[CH:29][C:24]=1C(OC)=O.Cl. Product: [Br:11][C:12]1[CH:13]=[CH:14][C:15]([CH2:18][C:19]([C:30]2[CH:29]=[CH:24][C:23]([Cl:22])=[CH:32][C:31]=2[Cl:33])=[O:21])=[CH:16][CH:17]=1. The catalyst class is: 1. (2) Reactant: [Cl:1][C:2]1[CH:3]=[C:4]([CH2:9][NH2:10])[CH:5]=[CH:6][C:7]=1[Cl:8].Cl[C:12]1[CH:21]=[CH:20][C:15]([C:16]([O:18][CH3:19])=[O:17])=[CH:14][N:13]=1. Product: [Cl:1][C:2]1[CH:3]=[C:4]([CH:5]=[CH:6][C:7]=1[Cl:8])[CH2:9][NH:10][C:12]1[CH:21]=[CH:20][C:15]([C:16]([O:18][CH3:19])=[O:17])=[CH:14][N:13]=1. The catalyst class is: 8. (3) The catalyst class is: 2. Product: [F:1][C:2]([F:7])([F:6])[C:3]([OH:5])=[O:4].[CH2:8]([C:10]1[C:15]([CH2:16][NH:50][CH2:51][CH2:52][OH:53])=[CH:14][CH:13]=[CH:12][C:11]=1[NH:18][C:19]1[C:24]([C:25]([NH2:27])=[O:26])=[CH:23][N:22]=[C:21]2[NH:28][C:29]([C:31]3[CH:32]=[CH:33][C:34]([F:37])=[CH:35][CH:36]=3)=[CH:30][C:20]=12)[CH3:9]. Reactant: [F:1][C:2]([F:7])([F:6])[C:3]([OH:5])=[O:4].[CH2:8]([C:10]1[C:15]([CH2:16]O)=[CH:14][CH:13]=[CH:12][C:11]=1[NH:18][C:19]1[C:24]([C:25]([NH2:27])=[O:26])=[CH:23][N:22]=[C:21]2[NH:28][C:29]([C:31]3[CH:36]=[CH:35][C:34]([F:37])=[CH:33][CH:32]=3)=[CH:30][C:20]=12)[CH3:9].O=S(Cl)Cl.C(Cl)C1C=CC=CC=1.[NH2:50][CH2:51][CH2:52][OH:53]. (4) Reactant: [NH2:1][CH2:2][C:3]([O:5][C:6]([CH3:9])([CH3:8])[CH3:7])=[O:4].[C:10]([C:18]1[CH:23]=[CH:22][CH:21]=[CH:20][CH:19]=1)(=O)[C:11]1[CH:16]=[CH:15][CH:14]=[CH:13][CH:12]=1.CC1C=CC(S(O)(=O)=O)=CC=1. Product: [C:11]1([C:10](=[N:1][CH2:2][C:3]([O:5][C:6]([CH3:9])([CH3:8])[CH3:7])=[O:4])[C:18]2[CH:19]=[CH:20][CH:21]=[CH:22][CH:23]=2)[CH:16]=[CH:15][CH:14]=[CH:13][CH:12]=1. The catalyst class is: 11.